This data is from Forward reaction prediction with 1.9M reactions from USPTO patents (1976-2016). The task is: Predict the product of the given reaction. (1) Given the reactants [CH2:1]([N:8]1[CH2:12][CH2:11][C@H:10]([OH:13])[CH2:9]1)[C:2]1[CH:7]=[CH:6][CH:5]=[CH:4][CH:3]=1.[OH-].[Na+].[C:16]1([CH3:26])[C:17]([S:22](Cl)(=[O:24])=[O:23])=[CH:18][CH:19]=[CH:20][CH:21]=1.[Na+].[Cl-], predict the reaction product. The product is: [C:16]1([CH3:26])[C:17]([S:22]([O:13][C@H:10]2[CH2:11][CH2:12][N:8]([CH2:1][C:2]3[CH:3]=[CH:4][CH:5]=[CH:6][CH:7]=3)[CH2:9]2)(=[O:24])=[O:23])=[CH:18][CH:19]=[CH:20][CH:21]=1. (2) Given the reactants Cl.Cl.[N:3]12[CH2:10][CH2:9][CH:6]([CH2:7][CH2:8]1)[C@@H:5]([NH:11][C:12]([C:14]1[S:15][C:16]3[CH:22]=[CH:21][C:20]([NH2:23])=[CH:19][C:17]=3[CH:18]=1)=[O:13])[CH2:4]2.C(N(CC)CC)C.[C:31]([Cl:39])(=[O:38])[C:32]1[CH:37]=[CH:36][CH:35]=[CH:34][CH:33]=1, predict the reaction product. The product is: [ClH:39].[N:3]12[CH2:8][CH2:7][CH:6]([CH2:9][CH2:10]1)[C@@H:5]([NH:11][C:12]([C:14]1[S:15][C:16]3[CH:22]=[CH:21][C:20]([NH:23][C:31](=[O:38])[C:32]4[CH:37]=[CH:36][CH:35]=[CH:34][CH:33]=4)=[CH:19][C:17]=3[CH:18]=1)=[O:13])[CH2:4]2. (3) Given the reactants [F:1][C:2]1([F:31])[CH2:30][C:6]2[S:7][C:8]([NH:19]C(C3CCCC=3C(O)=O)=O)=[C:9]([C:10]3[O:14][N:13]=[C:12]([C:15]([F:18])([F:17])[F:16])[N:11]=3)[C:5]=2[CH2:4][CH2:3]1.[CH:32]12[CH2:39][CH2:38][CH:35]([CH2:36][CH2:37]1)[C:34]1[C:40]([O:42][C:43](=[O:44])[C:33]2=1)=[O:41], predict the reaction product. The product is: [F:31][C:2]1([F:1])[CH2:30][C:6]2[S:7][C:8]([NH:19][C:43]([C:33]3[CH:32]4[CH2:39][CH2:38][CH:35]([CH2:36][CH2:37]4)[C:34]=3[C:40]([OH:42])=[O:41])=[O:44])=[C:9]([C:10]3[O:14][N:13]=[C:12]([C:15]([F:17])([F:18])[F:16])[N:11]=3)[C:5]=2[CH2:4][CH2:3]1. (4) Given the reactants C([Mg]Br)C.[Cl:5][C:6]1[CH:11]=[CH:10][C:9]([OH:12])=[C:8]([CH3:13])[CH:7]=1.CN(C)CCN(C)C.[CH2:22]=[O:23].CN(P(N(C)C)(N(C)C)=O)C, predict the reaction product. The product is: [Cl:5][C:6]1[CH:7]=[C:8]([CH3:13])[C:9]([OH:12])=[C:10]([CH:11]=1)[CH:22]=[O:23]. (5) The product is: [O:11]=[C:9]1[NH:1][C@H:2]([C:3]([OH:5])=[O:4])[CH2:6][CH2:7][CH2:8]1. Given the reactants [NH2:1][C@@H:2]([CH2:6][CH2:7][CH2:8][C:9]([OH:11])=O)[C:3]([OH:5])=[O:4], predict the reaction product.